From a dataset of Full USPTO retrosynthesis dataset with 1.9M reactions from patents (1976-2016). Predict the reactants needed to synthesize the given product. (1) Given the product [Br:18][CH2:17][CH:19]([OH:21])[CH2:20][O:7][CH2:6][CH2:5][O:4][CH2:3][CH2:2][Cl:1], predict the reactants needed to synthesize it. The reactants are: [Cl:1][CH2:2][CH2:3][O:4][CH2:5][CH2:6][OH:7].B(F)(F)F.CCOCC.[CH2:17]([CH:19]1[O:21][CH2:20]1)[Br:18]. (2) Given the product [Br:1][C:2]1[CH:3]=[CH:4][C:5]([C:8]2[CH2:12][C@@H:11]([CH2:13][N:23]([CH3:24])[CH2:22][C:21]([O:20][C:16]([CH3:19])([CH3:18])[CH3:17])=[O:25])[O:10][N:9]=2)=[N:6][CH:7]=1, predict the reactants needed to synthesize it. The reactants are: [Br:1][C:2]1[CH:3]=[CH:4][C:5]([C:8]2[CH2:12][C@@H:11]([CH2:13]Cl)[O:10][N:9]=2)=[N:6][CH:7]=1.Cl.[C:16]([O:20][C:21](=[O:25])[CH2:22][NH:23][CH3:24])([CH3:19])([CH3:18])[CH3:17].C(N(C(C)C)CC)(C)C.CS(C)=O. (3) Given the product [CH2:32]([NH:34][C:35]([C:37]1[C:38](=[O:63])[C:39]([C:53]2[CH:58]=[CH:57][N:56]=[C:55]([C:59]([F:62])([F:61])[F:60])[CH:54]=2)=[C:40]([CH3:52])[N:41]([CH:43]([C:45]2[CH:50]=[CH:49][C:48]([C:1]#[N:2])=[CH:47][N:46]=2)[CH3:44])[CH:42]=1)=[O:36])[CH3:33], predict the reactants needed to synthesize it. The reactants are: [CH3:1][NH:2]C(C1C(=O)C(C2C=CN=C(C(F)(F)F)C=2)=C(C)N(C(C2C=CC(Br)=CN=2)C)C=1)=O.[CH2:32]([NH:34][C:35]([C:37]1[C:38](=[O:63])[C:39]([C:53]2[CH:58]=[CH:57][N:56]=[C:55]([C:59]([F:62])([F:61])[F:60])[CH:54]=2)=[C:40]([CH3:52])[N:41]([CH:43]([C:45]2[CH:50]=[CH:49][C:48](Br)=[CH:47][N:46]=2)[CH3:44])[CH:42]=1)=[O:36])[CH3:33].